Dataset: Reaction yield outcomes from USPTO patents with 853,638 reactions. Task: Predict the reaction yield, written as a fraction of the theoretical maximum amount of product (1.0 means a 100% yield; for example, 0.34 means a 34% yield). (1) The reactants are [OH-].[Na+].[CH2:3]1[C:11]2[C:6](=[CH:7][CH:8]=[CH:9][CH:10]=2)[C@H:5]([NH2:12])[C@H:4]1[OH:13].[C:14](O[C:14]([O:16][C:17]([CH3:20])([CH3:19])[CH3:18])=[O:15])([O:16][C:17]([CH3:20])([CH3:19])[CH3:18])=[O:15]. The catalyst is C1COCC1. The product is [C:17]([O:16][C:14](=[O:15])[NH:12][C@H:5]1[C:6]2[C:11](=[CH:10][CH:9]=[CH:8][CH:7]=2)[CH2:3][C@@H:4]1[OH:13])([CH3:20])([CH3:19])[CH3:18]. The yield is 0.810. (2) The reactants are Br[C:2]1[N:3]=[C:4]2[C:10]3[CH:11]=[CH:12][CH:13]=[CH:14][C:9]=3[NH:8][C:7]3[N:15]=[CH:16][CH:17]=[CH:18][C:6]=3[N:5]2[C:19]=1[C:20]1[CH:25]=[CH:24][C:23]([C:26]2([NH:30]C(=O)OC(C)(C)C)[CH2:29][CH2:28][CH2:27]2)=[CH:22][CH:21]=1.[CH3:38][O-:39].[Na+]. The catalyst is [Cu](I)I. The product is [CH3:38][O:39][C:2]1[N:3]=[C:4]2[C:10]3[CH:11]=[CH:12][CH:13]=[CH:14][C:9]=3[NH:8][C:7]3[N:15]=[CH:16][CH:17]=[CH:18][C:6]=3[N:5]2[C:19]=1[C:20]1[CH:25]=[CH:24][C:23]([C:26]2([NH2:30])[CH2:27][CH2:28][CH2:29]2)=[CH:22][CH:21]=1. The yield is 0.110. (3) The catalyst is O1CCOCC1. The yield is 0.890. The product is [ClH:35].[F:1][C@H:2]1[CH2:6][CH2:5][NH:4][C@@H:3]1[C:14]([NH:15][CH2:16][C:17]1[CH:22]=[C:21]([C:23]2[CH:28]=[CH:27][C:26]([C:29]([F:31])([F:32])[F:30])=[C:25]([F:33])[CH:24]=2)[N:20]=[CH:19][N:18]=1)=[O:34]. The reactants are [F:1][C@H:2]1[CH2:6][CH2:5][N:4](C(OC(C)(C)C)=O)[C@@H:3]1[C:14](=[O:34])[NH:15][CH2:16][C:17]1[CH:22]=[C:21]([C:23]2[CH:28]=[CH:27][C:26]([C:29]([F:32])([F:31])[F:30])=[C:25]([F:33])[CH:24]=2)[N:20]=[CH:19][N:18]=1.[ClH:35]. (4) The reactants are Br[C:2]1[CH:7]=[CH:6][C:5]([C@@H:8]2[CH2:10][C@H:9]2[NH:11][C:12](=[O:18])[O:13][C:14]([CH3:17])([CH3:16])[CH3:15])=[CH:4][CH:3]=1.C(=O)([O-])[O-].[K+].[K+].[F:25][C:26]([F:37])([F:36])[C:27]1[CH:28]=[C:29](B(O)O)[CH:30]=[CH:31][CH:32]=1. The catalyst is C(#N)C.O. The product is [F:25][C:26]([F:37])([F:36])[C:27]1[CH:32]=[C:31]([C:2]2[CH:7]=[CH:6][C:5]([C@@H:8]3[CH2:10][C@H:9]3[NH:11][C:12](=[O:18])[O:13][C:14]([CH3:17])([CH3:16])[CH3:15])=[CH:4][CH:3]=2)[CH:30]=[CH:29][CH:28]=1. The yield is 0.660. (5) The reactants are COC(=O)[CH:4]([CH:9]1[CH2:18][CH2:17][C:16]2[C:11](=[CH:12][CH:13]=[C:14]([SH:19])[CH:15]=2)[O:10]1)[C:5]([O:7]C)=[O:6].Cl[CH2:22][C:23]1[S:27][C:26]([C:28]2[CH:33]=[CH:32][C:31]([C:34]([F:37])([F:36])[F:35])=[CH:30][CH:29]=2)=[N:25][C:24]=1[CH3:38].C([O-])([O-])=O.[Cs+].[Cs+].CCOCC. The catalyst is C(#N)C. The product is [CH3:38][C:24]1[N:25]=[C:26]([C:28]2[CH:29]=[CH:30][C:31]([C:34]([F:37])([F:36])[F:35])=[CH:32][CH:33]=2)[S:27][C:23]=1[CH2:22][S:19][C:14]1[CH:13]=[CH:12][C:11]2[O:10][CH:9]([CH2:4][C:5]([OH:7])=[O:6])[CH:18]=[CH:17][C:16]=2[CH:15]=1. The yield is 0.230. (6) The reactants are [CH:1]([C:3]1[C:4]([OH:30])=[CH:5][C:6]([O:28][CH3:29])=[C:7]([C:9]2[N:14]=[N:13][C:12]([N:15]3[CH2:20][CH2:19][N:18]([C:21]([O:23][C:24]([CH3:27])([CH3:26])[CH3:25])=[O:22])[CH2:17][CH2:16]3)=[CH:11][CH:10]=2)[CH:8]=1)=[O:2].C1C=CC(N([S:38]([C:41]([F:44])([F:43])[F:42])(=[O:40])=[O:39])[S:38]([C:41]([F:44])([F:43])[F:42])(=[O:40])=[O:39])=CC=1. The catalyst is C(Cl)Cl. The product is [CH:1]([C:3]1[C:4]([O:30][S:38]([C:41]([F:44])([F:43])[F:42])(=[O:40])=[O:39])=[CH:5][C:6]([O:28][CH3:29])=[C:7]([C:9]2[N:14]=[N:13][C:12]([N:15]3[CH2:16][CH2:17][N:18]([C:21]([O:23][C:24]([CH3:25])([CH3:26])[CH3:27])=[O:22])[CH2:19][CH2:20]3)=[CH:11][CH:10]=2)[CH:8]=1)=[O:2]. The yield is 0.950.